This data is from Forward reaction prediction with 1.9M reactions from USPTO patents (1976-2016). The task is: Predict the product of the given reaction. Given the reactants [OH:1][CH:2]([CH3:9])[CH2:3][NH:4][CH2:5][CH:6]([OH:8])[CH3:7].[CH:10]1[N:15]=[C:14](Cl)[C:13]2[N:17]=[CH:18][N:19]([C@@H:20]3[O:24][C@H:23]([CH2:25][OH:26])[C@@H:22]([OH:27])[C@H:21]3[OH:28])[C:12]=2[N:11]=1, predict the reaction product. The product is: [OH:1][CH:2]([CH3:9])[CH2:3][N:4]([CH2:5][CH:6]([OH:8])[CH3:7])[C:14]1[C:13]2[N:17]=[CH:18][N:19]([C:12]=2[N:11]=[CH:10][N:15]=1)[C@@H:20]1[O:24][C@H:23]([CH2:25][OH:26])[C@@H:22]([OH:27])[C@H:21]1[OH:28].